From a dataset of Peptide-MHC class II binding affinity with 134,281 pairs from IEDB. Regression. Given a peptide amino acid sequence and an MHC pseudo amino acid sequence, predict their binding affinity value. This is MHC class II binding data. (1) The peptide sequence is ETDKGPLDKEAIEER. The MHC is DRB3_0202 with pseudo-sequence DRB3_0202. The binding affinity (normalized) is 0. (2) The peptide sequence is IFKISKTVSEGAVDI. The MHC is HLA-DPA10201-DPB11401 with pseudo-sequence HLA-DPA10201-DPB11401. The binding affinity (normalized) is 0.284. (3) The binding affinity (normalized) is 0.317. The MHC is DRB3_0101 with pseudo-sequence DRB3_0101. The peptide sequence is APPRLICDSRVLERY. (4) The peptide sequence is PRSPTVFYNIPPMPLPPSQL. The MHC is DRB1_0802 with pseudo-sequence DRB1_0802. The binding affinity (normalized) is 0.431. (5) The peptide sequence is FDPYKATISATPESA. The MHC is HLA-DQA10501-DQB10201 with pseudo-sequence HLA-DQA10501-DQB10201. The binding affinity (normalized) is 0.390.